The task is: Binary Classification. Given a drug SMILES string, predict its activity (active/inactive) in a high-throughput screening assay against a specified biological target.. This data is from M1 muscarinic receptor antagonist screen with 61,756 compounds. (1) The compound is O=c1n(CCN2C(CCCC2)C)cnc2c1[nH]c1c2cccc1. The result is 1 (active). (2) The result is 0 (inactive). The drug is n1c2c(CCCCC2)c(c(c1N)C#N)c1ccncc1. (3) The compound is o1c2nc3c(nc2c(C(=O)NCCCN2CCC(CC2)C)c1)cccc3. The result is 1 (active). (4) The compound is S(CC(=O)N1CCN(CC1)c1ccccc1)c1ncnc2n(nnc12)c1ccc(OC)cc1. The result is 0 (inactive). (5) The compound is s1c(C(N2CC(OC(C2)C)C)c2occc2)c(O)n2ncnc12. The result is 0 (inactive).